This data is from Catalyst prediction with 721,799 reactions and 888 catalyst types from USPTO. The task is: Predict which catalyst facilitates the given reaction. Reactant: Br[C:2]1[CH:3]=[C:4]([CH2:8][N:9]([CH3:43])[S:10]([C:13]2[CH:14]=[C:15]([CH:40]=[CH:41][CH:42]=2)[C:16]([NH:18][CH2:19][C:20]2[C:21]([NH:33][CH:34]3[CH2:39][CH2:38][O:37][CH2:36][CH2:35]3)=[C:22]3[CH:30]=[N:29][N:28]([CH2:31][CH3:32])[C:23]3=[N:24][C:25]=2[CH2:26][CH3:27])=[O:17])(=[O:12])=[O:11])[CH:5]=[CH:6][CH:7]=1.CC(OC([N:51]1[CH2:56][CH2:55][N:54]([CH2:57][C:58]2[CH:59]=[C:60](B(O)O)[CH:61]=[CH:62][CH:63]=2)[CH2:53][C@H:52]1[CH3:67])=O)(C)C.C([O-])([O-])=O.[K+].[K+]. Product: [CH2:31]([N:28]1[C:23]2=[N:24][C:25]([CH2:26][CH3:27])=[C:20]([CH2:19][NH:18][C:16](=[O:17])[C:15]3[CH:40]=[CH:41][CH:42]=[C:13]([S:10]([N:9]([CH3:43])[CH2:8][C:4]4[CH:3]=[C:2]([C:62]5[CH:61]=[CH:60][CH:59]=[C:58]([CH2:57][N:54]6[CH2:55][CH2:56][NH:51][C@@H:52]([CH3:67])[CH2:53]6)[CH:63]=5)[CH:7]=[CH:6][CH:5]=4)(=[O:12])=[O:11])[CH:14]=3)[C:21]([NH:33][CH:34]3[CH2:39][CH2:38][O:37][CH2:36][CH2:35]3)=[C:22]2[CH:30]=[N:29]1)[CH3:32]. The catalyst class is: 70.